Task: Predict which catalyst facilitates the given reaction.. Dataset: Catalyst prediction with 721,799 reactions and 888 catalyst types from USPTO Reactant: ClC(Cl)(Cl)CO[C:5](=[O:19])[NH:6][C:7]1[N:8]([CH2:16][CH2:17][OH:18])[N:9]=[C:10]([C:12]([CH3:15])([CH3:14])[CH3:13])[CH:11]=1.[CH:22]1([C:28]2[N:32]3[CH:33]=[C:34]([O:37][C@H:38]4[C:47]5[C:42](=[CH:43][CH:44]=[CH:45][CH:46]=5)[C@@H:41]([NH2:48])[CH2:40][CH2:39]4)[CH:35]=[CH:36][C:31]3=[N:30][N:29]=2)[CH2:27][CH2:26][CH2:25][CH2:24][CH2:23]1.CCN(C(C)C)C(C)C.CO. Product: [C:12]([C:10]1[CH:11]=[C:7]([NH:6][C:5]([NH:48][C@@H:41]2[C:42]3[C:47](=[CH:46][CH:45]=[CH:44][CH:43]=3)[C@H:38]([O:37][C:34]3[CH:35]=[CH:36][C:31]4[N:32]([C:28]([CH:22]5[CH2:27][CH2:26][CH2:25][CH2:24][CH2:23]5)=[N:29][N:30]=4)[CH:33]=3)[CH2:39][CH2:40]2)=[O:19])[N:8]([CH2:16][CH2:17][OH:18])[N:9]=1)([CH3:13])([CH3:14])[CH3:15]. The catalyst class is: 258.